Dataset: Full USPTO retrosynthesis dataset with 1.9M reactions from patents (1976-2016). Task: Predict the reactants needed to synthesize the given product. (1) Given the product [CH2:38]([O:37][C:35]1[N:34]=[C:33]2[C:29]([N:30]=[C:31]([O:63][CH3:64])[N:32]2[CH2:42][CH2:43][CH2:44][CH2:45][CH2:46][CH:47]2[CH2:48][CH2:49][NH:50][CH2:51][CH2:52]2)=[C:28]([NH2:27])[N:36]=1)[CH2:39][CH2:40][CH3:41], predict the reactants needed to synthesize it. The reactants are: C(OC1N=C2C(N=C(OC)N2CCCC2CCCCN2)=C(N)N=1)CCC.[NH2:27][C:28]1[N:36]=[C:35]([O:37][CH2:38][CH2:39][CH2:40][CH3:41])[N:34]=[C:33]2[C:29]=1[N:30]=[C:31]([O:63][CH3:64])[N:32]2[CH2:42][CH2:43][CH2:44][CH2:45][CH2:46][CH:47]1[CH2:52][CH2:51][N:50](C(OCC2C=CC=CC=2)=O)[CH2:49][CH2:48]1. (2) Given the product [ClH:1].[Cl:1][C:2]1[CH:7]=[CH:6][C:5]([C:8](=[O:10])[CH:9]=[CH:12][N:13]([CH3:15])[CH3:14])=[CH:4][CH:3]=1, predict the reactants needed to synthesize it. The reactants are: [Cl:1][C:2]1[CH:7]=[CH:6][C:5]([C:8](=[O:10])[CH3:9])=[CH:4][CH:3]=1.Cl.[CH3:12][NH:13][CH3:14].[CH2:15]=O.Cl. (3) Given the product [CH2:20]([O:19][C:17](=[O:18])[CH2:16][C:15]1[NH:12][C:11]2[CH:10]=[CH:9][CH:8]=[C:3]([C:4]([O:6][CH3:7])=[O:5])[C:2]=2[N:1]=1)[CH3:21], predict the reactants needed to synthesize it. The reactants are: [NH2:1][C:2]1[C:11]([NH2:12])=[CH:10][CH:9]=[CH:8][C:3]=1[C:4]([O:6][CH3:7])=[O:5].Cl.N[C:15](OCC)=[CH:16][C:17]([O:19][CH2:20][CH3:21])=[O:18]. (4) Given the product [CH2:8]([N:15]1[CH2:20][CH2:19][O:18][CH:17]([C:21]([NH:23][C:24]2[CH:25]=[C:26]3[C:30](=[CH:31][CH:32]=2)[NH:29][N:28]=[C:27]3[C:52]2[CH:53]=[CH:54][N:55]=[CH:56][CH:57]=2)=[O:22])[CH2:16]1)[C:9]1[CH:10]=[CH:11][CH:12]=[CH:13][CH:14]=1, predict the reactants needed to synthesize it. The reactants are: FC(F)(F)C(O)=O.[CH2:8]([N:15]1[CH2:20][CH2:19][O:18][CH:17]([C:21]([NH:23][C:24]2[CH:25]=[C:26]3[C:30](=[CH:31][CH:32]=2)[N:29](C(C2C=CC=CC=2)(C2C=CC=CC=2)C2C=CC=CC=2)[N:28]=[C:27]3[C:52]2[CH:57]=[CH:56][N:55]=[CH:54][CH:53]=2)=[O:22])[CH2:16]1)[C:9]1[CH:14]=[CH:13][CH:12]=[CH:11][CH:10]=1.C([SiH](CC)CC)C. (5) Given the product [F:1][C:2]1[CH:3]=[CH:4][C:5]2[N:9]=[C:8]([CH:10]([NH:12][C:13](=[O:15])[CH3:14])[CH3:11])[N:7]([C:16]3[CH:17]=[CH:18][CH:19]=[CH:20][C:21]=3[S:27]([CH3:31])(=[O:29])=[O:26])[C:6]=2[CH:24]=1, predict the reactants needed to synthesize it. The reactants are: [F:1][C:2]1[CH:3]=[CH:4][C:5]2[N:9]=[C:8]([CH:10]([NH:12][C:13](=[O:15])[CH3:14])[CH3:11])[N:7]([C:16]3[CH:21]=[CH:20][CH:19]=[CH:18][C:17]=3SC)[C:6]=2[CH:24]=1.O[O:26][S:27]([O-:29])=O.[K+].[CH2:31]1COCC1.